This data is from Peptide-MHC class I binding affinity with 185,985 pairs from IEDB/IMGT. The task is: Regression. Given a peptide amino acid sequence and an MHC pseudo amino acid sequence, predict their binding affinity value. This is MHC class I binding data. (1) The peptide sequence is LYDANYFVCW. The MHC is HLA-A29:02 with pseudo-sequence HLA-A29:02. The binding affinity (normalized) is 0.328. (2) The peptide sequence is EVWGMRWPI. The MHC is HLA-A01:01 with pseudo-sequence HLA-A01:01. The binding affinity (normalized) is 0.0847. (3) The binding affinity (normalized) is 0.517. The MHC is HLA-A02:03 with pseudo-sequence HLA-A02:03. The peptide sequence is QLIIQAFEA. (4) The peptide sequence is QTVDFTDCR. The MHC is HLA-A31:01 with pseudo-sequence HLA-A31:01. The binding affinity (normalized) is 0.441.